This data is from Catalyst prediction with 721,799 reactions and 888 catalyst types from USPTO. The task is: Predict which catalyst facilitates the given reaction. Reactant: [CH3:1][O:2][C:3]1[N:8]=[C:7]2[CH:9]=[C:10]([C:12]([O:14][CH3:15])=[O:13])[NH:11][C:6]2=[CH:5][CH:4]=1.C([O-])([O-])=O.[K+].[K+].Br[CH2:23][CH3:24]. Product: [CH2:23]([N:11]1[C:6]2[C:7](=[N:8][C:3]([O:2][CH3:1])=[CH:4][CH:5]=2)[CH:9]=[C:10]1[C:12]([O:14][CH3:15])=[O:13])[CH3:24]. The catalyst class is: 39.